From a dataset of Experimentally validated miRNA-target interactions with 360,000+ pairs, plus equal number of negative samples. Binary Classification. Given a miRNA mature sequence and a target amino acid sequence, predict their likelihood of interaction. The miRNA is dme-miR-14-3p with sequence UCAGUCUUUUUCUCUCUCCUAU. The protein sequence of the target gene is MSSDRQRSDDESPSTSSGSSDADQRDPAAPEPEEQEERKPSATQQKKNTKLSSKTTAKLSTSAKRIQKELAEITLDPPPNCSAGPKGDNIYEWRSTILGPPGSVYEGGVFFLDITFSSDYPFKPPKVTFRTRIYHCNINSQGVICLDILKDNWSPALTISKVLLSICSLLTDCNPADPLVGSIATQYLTNRAEHDRIARQWTKRYAT. Result: 0 (no interaction).